This data is from Catalyst prediction with 721,799 reactions and 888 catalyst types from USPTO. The task is: Predict which catalyst facilitates the given reaction. (1) Reactant: [I-:1].[K+].CN[C@@H]1CCCC[C@H]1NC.Br[C:14]1[CH:22]=[C:21](/[CH:23]=[CH:24]/[CH:25]([C:30]2[CH:35]=[C:34]([Cl:36])[C:33]([Cl:37])=[C:32]([Cl:38])[CH:31]=2)[C:26]([F:29])([F:28])[F:27])[CH:20]=[CH:19][C:15]=1[C:16]([OH:18])=[O:17]. Product: [I:1][C:14]1[CH:22]=[C:21](/[CH:23]=[CH:24]/[CH:25]([C:30]2[CH:35]=[C:34]([Cl:36])[C:33]([Cl:37])=[C:32]([Cl:38])[CH:31]=2)[C:26]([F:29])([F:28])[F:27])[CH:20]=[CH:19][C:15]=1[C:16]([OH:18])=[O:17]. The catalyst class is: 185. (2) Reactant: Cl.[C:2]([O:6][C:7](=[O:21])[CH2:8][O:9][C:10]1[C:19]2[CH2:18][CH2:17][CH2:16][C@@H:15]([NH2:20])[C:14]=2[CH:13]=[CH:12][CH:11]=1)([CH3:5])([CH3:4])[CH3:3].[Cl:22][C:23]1[CH:24]=[C:25]([S:30](Cl)(=[O:32])=[O:31])[CH:26]=[CH:27][C:28]=1[F:29]. Product: [C:2]([O:6][C:7](=[O:21])[CH2:8][O:9][C:10]1[C:19]2[CH2:18][CH2:17][CH2:16][C@@H:15]([NH:20][S:30]([C:25]3[CH:26]=[CH:27][C:28]([F:29])=[C:23]([Cl:22])[CH:24]=3)(=[O:32])=[O:31])[C:14]=2[CH:13]=[CH:12][CH:11]=1)([CH3:5])([CH3:3])[CH3:4]. The catalyst class is: 367.